This data is from Reaction yield outcomes from USPTO patents with 853,638 reactions. The task is: Predict the reaction yield, written as a fraction of the theoretical maximum amount of product (1.0 means a 100% yield; for example, 0.34 means a 34% yield). (1) The reactants are Br[C:2]1[CH:3]=[C:4]2[C:9](=[CH:10][CH:11]=1)[N:8]([CH2:12][C:13]1[CH:18]=[CH:17][C:16]([O:19][CH3:20])=[CH:15][CH:14]=1)[C:7](=[O:21])[CH:6]=[CH:5]2.C(=O)([O-])[O-].[K+].[K+].[C:28]([O:32][CH2:33][CH3:34])(=[O:31])[CH:29]=[CH2:30]. The catalyst is CN(C=O)C.C([O-])(=O)C.[Pd+2].C([O-])(=O)C. The product is [CH3:20][O:19][C:16]1[CH:17]=[CH:18][C:13]([CH2:12][N:8]2[C:9]3[C:4](=[CH:3][C:2](/[CH:30]=[CH:29]/[C:28]([O:32][CH2:33][CH3:34])=[O:31])=[CH:11][CH:10]=3)[CH:5]=[CH:6][C:7]2=[O:21])=[CH:14][CH:15]=1. The yield is 0.800. (2) The reactants are CN(C)[CH:3]=[O:4].P(Cl)(Cl)(Cl)=O.[CH2:11]([O:13][C:14]([N:16]1[CH:25]=[CH:24][C:23]2[C:18](=[CH:19][C:20]([O:34][CH3:35])=[C:21]([O:26][CH2:27][CH2:28][CH2:29][O:30][C:31](=[O:33])[CH3:32])[CH:22]=2)[CH:17]1[CH2:36][C:37]1[CH:42]=[CH:41][CH:40]=[C:39]([O:43][CH3:44])[CH:38]=1)=[O:15])[CH3:12].C([O-])(=O)C.[K+]. The catalyst is ClCCl.O. The product is [CH2:11]([O:13][C:14]([N:16]1[CH:25]=[C:24]([CH:3]=[O:4])[C:23]2[C:18](=[CH:19][C:20]([O:34][CH3:35])=[C:21]([O:26][CH2:27][CH2:28][CH2:29][O:30][C:31](=[O:33])[CH3:32])[CH:22]=2)[CH:17]1[CH2:36][C:37]1[CH:42]=[CH:41][CH:40]=[C:39]([O:43][CH3:44])[CH:38]=1)=[O:15])[CH3:12]. The yield is 0.990. (3) The reactants are [CH3:1][O:2][C:3](=[O:19])[C:4]1[CH:9]=[C:8]([N:10]2[CH:15]=[CH:14][C:13]([CH3:16])=[CH:12][C:11]2=[O:17])[CH:7]=[C:6]([NH2:18])[CH:5]=1.[N-:20]=[N+:21]=[N-:22].[Na+].[CH:24](OCC)(OCC)OCC. The catalyst is CC(O)=O. The product is [CH3:1][O:2][C:3](=[O:19])[C:4]1[CH:5]=[C:6]([N:18]2[CH:24]=[N:22][N:21]=[N:20]2)[CH:7]=[C:8]([N:10]2[CH:15]=[CH:14][C:13]([CH3:16])=[CH:12][C:11]2=[O:17])[CH:9]=1. The yield is 1.00. (4) The reactants are [NH2:1][C:2]12[C:20](=[O:21])[C:19]3[C:14](=[CH:15][CH:16]=[CH:17][CH:18]=3)[C:3]1([OH:22])[O:4][C:5]1[C:10]2=[CH:9][CH:8]=[C:7]([CH:11]([CH3:13])[CH3:12])[CH:6]=1.[C:23](O)(=[O:25])[CH3:24]. No catalyst specified. The product is [OH:22][C:3]12[C:14]3[C:19](=[CH:18][CH:17]=[CH:16][CH:15]=3)[C:20](=[O:21])[C:2]1([NH:1][C:23](=[O:25])[CH3:24])[C:10]1[C:5]([O:4]2)=[CH:6][C:7]([CH:11]([CH3:13])[CH3:12])=[CH:8][CH:9]=1. The yield is 0.840. (5) The reactants are [Cl:1][C:2]1[CH:3]=[C:4]([NH:9][C:10]2[C:19]3[C:14](=[CH:15][CH:16]=[C:17]([NH:20][CH2:21][C:22](O)=[O:23])[CH:18]=3)[N:13]=[CH:12][C:11]=2[C:25]#[N:26])[CH:5]=[CH:6][C:7]=1[F:8].Cl.CN.[CH3:30][N:31]([P+](ON1N=NC2C=CC=CC1=2)(N(C)C)N(C)C)C.F[P-](F)(F)(F)(F)F.CN1CCOCC1. The catalyst is CN(C=O)C. The product is [Cl:1][C:2]1[CH:3]=[C:4]([NH:9][C:10]2[C:19]3[C:14](=[CH:15][CH:16]=[C:17]([NH:20][CH2:21][C:22]([NH:31][CH3:30])=[O:23])[CH:18]=3)[N:13]=[CH:12][C:11]=2[C:25]#[N:26])[CH:5]=[CH:6][C:7]=1[F:8]. The yield is 0.730. (6) The reactants are [F:1][C:2]1[CH:7]=[CH:6][CH:5]=[CH:4][C:3]=1[C:8]1[CH:16]=[CH:15][CH:14]=[C:13]2[C:9]=1[C:10]([NH2:17])=[N:11][NH:12]2.CC1(C)OC(=O)[CH:22]([C:26]([CH:28]2[CH2:33][CH2:32][N:31]([C:34]([O:36][C:37]([CH3:40])([CH3:39])[CH3:38])=[O:35])[CH2:30][CH2:29]2)=O)[C:21](=O)[O:20]1.P([O-])([O-])([O-])=O.[K+].[K+].[K+]. The catalyst is C(#N)C. The product is [F:1][C:2]1[CH:7]=[CH:6][CH:5]=[CH:4][C:3]=1[C:8]1[C:9]2[C:13]([CH:14]=[CH:15][CH:16]=1)=[N:12][N:11]1[C:26]([CH:28]3[CH2:33][CH2:32][N:31]([C:34]([O:36][C:37]([CH3:40])([CH3:39])[CH3:38])=[O:35])[CH2:30][CH2:29]3)=[CH:22][C:21](=[O:20])[NH:17][C:10]=21. The yield is 0.550. (7) The reactants are C(OC([N:8]1[C:16]2[C:11](=[CH:12][C:13]([N:17](C(OC(C)(C)C)=O)[C:18]3[CH:23]=[CH:22][N:21]=[C:20]([C:24]4[CH:29]=[CH:28][CH:27]=[C:26]([O:30][CH:31]5[CH2:35][CH2:34][N:33](C(OC(C)(C)C)=O)[CH2:32]5)[CH:25]=4)[N:19]=3)=[CH:14][CH:15]=2)[CH:10]=[N:9]1)=O)(C)(C)C.Cl.[OH-].[Na+]. The catalyst is O. The product is [NH:33]1[CH2:34][CH2:35][CH:31]([O:30][C:26]2[CH:25]=[C:24]([C:20]3[N:19]=[C:18]([NH:17][C:13]4[CH:12]=[C:11]5[C:16](=[CH:15][CH:14]=4)[NH:8][N:9]=[CH:10]5)[CH:23]=[CH:22][N:21]=3)[CH:29]=[CH:28][CH:27]=2)[CH2:32]1. The yield is 0.625.